This data is from Retrosynthesis with 50K atom-mapped reactions and 10 reaction types from USPTO. The task is: Predict the reactants needed to synthesize the given product. Given the product CCC#Cc1cncc(Br)c1, predict the reactants needed to synthesize it. The reactants are: Brc1cncc(Br)c1.C#CCC.